From a dataset of Full USPTO retrosynthesis dataset with 1.9M reactions from patents (1976-2016). Predict the reactants needed to synthesize the given product. (1) Given the product [C:31]1([CH2:30][C@H:23]([NH:22][C:10](=[O:12])[C@@H:9]([NH:8][C:6](=[O:7])[O:5][C:1]([CH3:2])([CH3:3])[CH3:4])[CH2:13][C:14]2[CH:19]=[CH:18][C:17]([O:20][CH3:21])=[CH:16][CH:15]=2)[C:24]([C@@:26]2([CH3:29])[CH2:28][O:27]2)=[O:25])[CH2:35][CH2:34][CH2:33][CH:32]=1, predict the reactants needed to synthesize it. The reactants are: [C:1]([O:5][C:6]([NH:8][C@@H:9]([CH2:13][C:14]1[CH:19]=[CH:18][C:17]([O:20][CH3:21])=[CH:16][CH:15]=1)[C:10]([OH:12])=O)=[O:7])([CH3:4])([CH3:3])[CH3:2].[NH2:22][C@@H:23]([CH2:30][C:31]1[CH2:35][CH2:34][CH2:33][CH:32]=1)[C:24]([C@@:26]1([CH3:29])[CH2:28][O:27]1)=[O:25].CN(C(ON1N=NC2C=CC=NC1=2)=[N+](C)C)C.F[P-](F)(F)(F)(F)F.CCN(C(C)C)C(C)C. (2) Given the product [CH3:15][O:16][C:2]1[N:9]=[C:8]([CH3:10])[CH:7]=[C:6]([C:11]([F:14])([F:13])[F:12])[C:3]=1[C:4]#[N:5], predict the reactants needed to synthesize it. The reactants are: Cl[C:2]1[N:9]=[C:8]([CH3:10])[CH:7]=[C:6]([C:11]([F:14])([F:13])[F:12])[C:3]=1[C:4]#[N:5].[CH3:15][O-:16].[Na+]. (3) Given the product [N:18]([CH2:2][C:3]1[CH:11]=[CH:10][CH:9]=[C:8]2[C:4]=1[CH:5]=[N:6][N:7]2[CH:12]1[CH2:17][CH2:16][CH2:15][CH2:14][O:13]1)=[N+:19]=[N-:20], predict the reactants needed to synthesize it. The reactants are: Br[CH2:2][C:3]1[CH:11]=[CH:10][CH:9]=[C:8]2[C:4]=1[CH:5]=[N:6][N:7]2[CH:12]1[CH2:17][CH2:16][CH2:15][CH2:14][O:13]1.[N-:18]=[N+:19]=[N-:20].[Na+].O. (4) Given the product [C:1]([O:5][C:6](=[O:37])[NH:7][C:8]1([C:16]2[CH:25]=[CH:24][C:23]3[C:18](=[CH:19][CH:20]=[C:21]([O:26][C@H:27]4[CH2:32][CH2:31][C@@H:30]([CH2:33][CH2:34][CH2:35][CH3:36])[CH2:29][CH2:28]4)[C:22]=3[I:38])[CH:17]=2)[CH2:13][O:12][C:11]([CH3:15])([CH3:14])[O:10][CH2:9]1)([CH3:4])([CH3:2])[CH3:3], predict the reactants needed to synthesize it. The reactants are: [C:1]([O:5][C:6](=[O:37])[NH:7][C:8]1([C:16]2[CH:25]=[CH:24][C:23]3[C:18](=[CH:19][CH:20]=[C:21]([O:26][C@H:27]4[CH2:32][CH2:31][C@@H:30]([CH2:33][CH2:34][CH2:35][CH3:36])[CH2:29][CH2:28]4)[CH:22]=3)[CH:17]=2)[CH2:13][O:12][C:11]([CH3:15])([CH3:14])[O:10][CH2:9]1)([CH3:4])([CH3:3])[CH3:2].[I:38]N1C(=O)CCC1=O.C(Cl)Cl. (5) Given the product [C:1]([C:5]1[CH:23]=[CH:22][C:8]([C:9]([NH:11][C:12]2[CH:17]=[CH:16][N:15]=[CH:14][C:13]=2[C:18]([OH:20])=[O:19])=[O:10])=[C:7]([O:24][CH:25]2[CH2:26][CH2:27][N:28]([C:31]([O:33][C:34]([CH3:37])([CH3:36])[CH3:35])=[O:32])[CH2:29][CH2:30]2)[CH:6]=1)([CH3:4])([CH3:2])[CH3:3], predict the reactants needed to synthesize it. The reactants are: [C:1]([C:5]1[CH:23]=[CH:22][C:8]([C:9]([NH:11][C:12]2[CH:17]=[CH:16][N:15]=[CH:14][C:13]=2[C:18]([O:20]C)=[O:19])=[O:10])=[C:7]([O:24][CH:25]2[CH2:30][CH2:29][N:28]([C:31]([O:33][C:34]([CH3:37])([CH3:36])[CH3:35])=[O:32])[CH2:27][CH2:26]2)[CH:6]=1)([CH3:4])([CH3:3])[CH3:2].O.[Li+].[OH-].